This data is from Choline transporter screen with 302,306 compounds. The task is: Binary Classification. Given a drug SMILES string, predict its activity (active/inactive) in a high-throughput screening assay against a specified biological target. The compound is O(c1cc(c2c3n(nc2)c2N(CCc2c(n3)C)C(C)C)ccc1OC)C. The result is 0 (inactive).